Dataset: Forward reaction prediction with 1.9M reactions from USPTO patents (1976-2016). Task: Predict the product of the given reaction. Given the reactants [Si]([O:8][CH2:9][C:10]1[N:14]2[CH2:15][C:16]3([C:31]4[CH:36]=[CH:35][C:34]([Cl:37])=[CH:33][CH:32]=4)[N:22]([C:23]([C:25]4[C:26]([CH3:30])=[N:27][O:28][CH:29]=4)=[O:24])[CH2:21][CH2:20][N:17]3[C:18](=[O:19])[C:13]2=[CH:12][CH:11]=1)(C(C)(C)C)(C)C.C(Cl)Cl, predict the reaction product. The product is: [Cl:37][C:34]1[CH:33]=[CH:32][C:31]([C:16]23[N:22]([C:23]([C:25]4[C:26]([CH3:30])=[N:27][O:28][CH:29]=4)=[O:24])[CH2:21][CH2:20][N:17]2[C:18](=[O:19])[C:13]2[N:14]([C:10]([CH2:9][OH:8])=[CH:11][CH:12]=2)[CH2:15]3)=[CH:36][CH:35]=1.